Dataset: Full USPTO retrosynthesis dataset with 1.9M reactions from patents (1976-2016). Task: Predict the reactants needed to synthesize the given product. (1) Given the product [F:19][C:12]1[CH:13]=[CH:14][CH:15]=[C:16]([O:17][CH3:18])[C:11]=1[CH:2]1[N:1]([CH2:29][C:28]2[CH:31]=[CH:32][CH:33]=[C:26]([C:24]3[S:25][C:21]([CH3:20])=[CH:22][N:23]=3)[CH:27]=2)[C:5](=[O:7])[CH:4]([CH3:10])[CH2:3]1, predict the reactants needed to synthesize it. The reactants are: [NH2:1][CH:2]([C:11]1[C:16]([O:17][CH3:18])=[CH:15][CH:14]=[CH:13][C:12]=1[F:19])[CH2:3][CH:4]([CH3:10])[C:5]([O:7]CC)=O.[CH3:20][C:21]1[S:25][C:24]([C:26]2[CH:27]=[C:28]([CH:31]=[CH:32][CH:33]=2)[CH:29]=O)=[N:23][CH:22]=1. (2) The reactants are: [N+:1]([C:4]1[CH:5]=[C:6]([C:13]([NH2:15])=[O:14])[CH:7]=[C:8]([CH:12]=1)[C:9]([NH2:11])=[O:10])([O-])=O. Given the product [NH2:1][C:4]1[CH:5]=[C:6]([C:13]([NH2:15])=[O:14])[CH:7]=[C:8]([CH:12]=1)[C:9]([NH2:11])=[O:10], predict the reactants needed to synthesize it. (3) Given the product [Cl:1][C:2]1[CH:7]=[CH:6][C:5]2[N:4]([C:12]([C@H:11]([OH:10])[CH3:15])=[N:9][N:8]=2)[N:3]=1, predict the reactants needed to synthesize it. The reactants are: [Cl:1][C:2]1[N:3]=[N:4][C:5]([NH:8][NH2:9])=[CH:6][CH:7]=1.[OH:10][C@H:11]([CH3:15])[C:12](O)=O.CC1C=CC(S(O)(=O)=O)=CC=1.O. (4) Given the product [CH2:22]([NH:2][C@@H:3]1[CH2:5][C@H:4]1[C:6]1[CH:11]=[CH:10][C:9]([NH:12][C:13](=[O:21])[C:14]2[CH:19]=[CH:18][CH:17]=[C:16]([Br:20])[CH:15]=2)=[CH:8][CH:7]=1)[C:23]1[CH:28]=[CH:27][CH:26]=[CH:25][CH:24]=1, predict the reactants needed to synthesize it. The reactants are: Cl.[NH2:2][C@@H:3]1[CH2:5][C@H:4]1[C:6]1[CH:11]=[CH:10][C:9]([NH:12][C:13](=[O:21])[C:14]2[CH:19]=[CH:18][CH:17]=[C:16]([Br:20])[CH:15]=2)=[CH:8][CH:7]=1.[CH:22](=O)[C:23]1[CH:28]=[CH:27][CH:26]=[CH:25][CH:24]=1.C(=O)([O-])O.[Na+].[BH4-].[Na+]. (5) Given the product [CH3:18][O:1][C@@H:2]1[CH2:7][CH2:6][CH2:5][N:4]([C:8]([O:10][C:11]([CH3:14])([CH3:13])[CH3:12])=[O:9])[CH2:3]1, predict the reactants needed to synthesize it. The reactants are: [OH:1][C@@H:2]1[CH2:7][CH2:6][CH2:5][N:4]([C:8]([O:10][C:11]([CH3:14])([CH3:13])[CH3:12])=[O:9])[CH2:3]1.[H-].[Na+].I[CH3:18]. (6) Given the product [Br:1][C:2]1[C:3]([O:11][CH3:12])=[C:4]([CH3:10])[C:5]([CH2:9][OH:16])=[N:6][CH:7]=1, predict the reactants needed to synthesize it. The reactants are: [Br:1][C:2]1[C:3]([O:11][CH3:12])=[C:4]([CH3:10])[C:5]([CH3:9])=[N+:6]([O-])[CH:7]=1.FC(F)(F)C(OC(=O)C(F)(F)F)=[O:16]. (7) Given the product [N:3]1[CH:4]=[CH:5][CH:6]=[CH:7][C:2]=1[S:8]([Cl:13])(=[O:12])=[O:9], predict the reactants needed to synthesize it. The reactants are: S[C:2]1[CH:7]=[CH:6][CH:5]=[CH:4][N:3]=1.[S:8](=[O:12])(=O)(O)[OH:9].[Cl:13][O-].[Na+]. (8) Given the product [Cl:10][C:8]1[CH:7]=[C:6]([C:11]2([C:26]([F:27])([F:29])[F:28])[O:15][N:14]=[C:13]([C:16]3[O:20][C:19]([CH3:21])=[C:18]([C:22]([OH:24])=[O:23])[CH:17]=3)[CH2:12]2)[CH:5]=[C:4]([Cl:3])[CH:9]=1, predict the reactants needed to synthesize it. The reactants are: [Li+].[OH-].[Cl:3][C:4]1[CH:5]=[C:6]([C:11]2([C:26]([F:29])([F:28])[F:27])[O:15][N:14]=[C:13]([C:16]3[O:20][C:19]([CH3:21])=[C:18]([C:22]([O:24]C)=[O:23])[CH:17]=3)[CH2:12]2)[CH:7]=[C:8]([Cl:10])[CH:9]=1.Cl. (9) Given the product [OH:12][C@@H:11]1[C@@:10]([CH3:28])([CH2:14][CH2:15][CH2:16][C:17]([CH3:18])([O:19][Si:20]([CH2:21][CH3:22])([CH2:23][CH3:24])[CH2:25][CH3:26])[CH3:27])[C@@H:9]2[C@:8]([OH:52])([O:32][CH3:33])[C@@:7]([CH2:34][CH:35]=[C:36]([CH3:37])[CH3:38])([C:6]([O:5][CH3:4])=[CH:30][C:29]2=[O:31])[CH2:13]1, predict the reactants needed to synthesize it. The reactants are: C(Cl)Cl.[CH3:4][O:5][C:6]1[C@@:7]2([CH2:34][CH:35]=[C:36]([CH3:38])[CH3:37])[CH2:13][CH:11]3[O:12][C@@:8]2([O:32][CH3:33])[C@H:9]([C:29](=[O:31])[CH:30]=1)[C@:10]3([CH3:28])[CH2:14][CH2:15][CH2:16][C:17]([CH3:27])([O:19][Si:20]([CH2:25][CH3:26])([CH2:23][CH3:24])[CH2:21][CH3:22])[CH3:18].C(N(CC)CC)C.BrB(C)C.CC[O:52]C(C)=O.